Dataset: CYP2C19 inhibition data for predicting drug metabolism from PubChem BioAssay. Task: Regression/Classification. Given a drug SMILES string, predict its absorption, distribution, metabolism, or excretion properties. Task type varies by dataset: regression for continuous measurements (e.g., permeability, clearance, half-life) or binary classification for categorical outcomes (e.g., BBB penetration, CYP inhibition). Dataset: cyp2c19_veith. The compound is Cc1c(C(=O)Nc2cccc(C(F)(F)F)c2)oc2ccc(S(=O)(=O)N3CCOCC3)cc12. The result is 1 (inhibitor).